This data is from Full USPTO retrosynthesis dataset with 1.9M reactions from patents (1976-2016). The task is: Predict the reactants needed to synthesize the given product. (1) Given the product [Cl:23][C:24]1[CH:25]=[C:26]([NH:38][C:39]2[C:48]3[C:43](=[CH:44][CH:45]=[CH:46][C:47]=3[O:49][C@H:50]([CH3:55])[CH2:51][N:52]([CH3:54])[CH3:53])[N:42]=[CH:41][N:40]=2)[CH:27]=[CH:28][C:29]=1[O:6][CH2:7][C:8]1[CH:13]=[N:12][CH:11]=[CH:10][N:9]=1, predict the reactants needed to synthesize it. The reactants are: CS(Cl)(=O)=O.[OH:6][CH2:7][C:8]1[CH:13]=[N:12][CH:11]=[CH:10][N:9]=1.C(N(CC)C(C)C)(C)C.[Cl:23][C:24]1[CH:25]=[C:26]([NH:38][C:39]2[C:48]3[C:43](=[CH:44][CH:45]=[CH:46][C:47]=3[O:49][C@H:50]([CH3:55])[CH2:51][N:52]([CH3:54])[CH3:53])[N:42]=[CH:41][N:40]=2)[CH:27]=[CH:28][C:29]=1OCC1C=CC=CN=1.C(=O)([O-])[O-].[K+].[K+].C1OCCOCCOCCOCCOCCOC1. (2) Given the product [C:1]([NH:4][C@H:5]1[CH2:9][C:8]([C:10]([N:12]([C:14]2[C:15]([Cl:25])=[N:16][N:17]([C:19]3[CH:20]=[N:21][CH:22]=[CH:23][CH:24]=3)[CH:18]=2)[CH3:13])=[O:11])=[CH:7][CH2:6]1)(=[O:3])[CH3:2], predict the reactants needed to synthesize it. The reactants are: [C:1]([NH:4][C@H:5]1[CH2:9][C@@H:8]([C:10]([N:12]([C:14]2[C:15]([Cl:25])=[N:16][N:17]([C:19]3[CH:20]=[N:21][CH:22]=[CH:23][CH:24]=3)[CH:18]=2)[CH3:13])=[O:11])[CH:7]=[CH:6]1)(=[O:3])[CH3:2].N12CCCN=C1CCCCC2. (3) Given the product [NH2:40][C:38]1[S:39][C:8]([C:6]2[CH:5]=[CH:4][N:3]=[C:2]([Cl:1])[N:7]=2)=[C:9]([C:11]2[CH:12]=[C:13]([N:17]([CH3:28])[C:18](=[O:27])[C:19]3[C:24]([F:25])=[CH:23][CH:22]=[CH:21][C:20]=3[F:26])[CH:14]=[CH:15][CH:16]=2)[N:37]=1, predict the reactants needed to synthesize it. The reactants are: [Cl:1][C:2]1[N:7]=[C:6]([CH2:8][C:9]([C:11]2[CH:12]=[C:13]([N:17]([CH3:28])[C:18](=[O:27])[C:19]3[C:24]([F:25])=[CH:23][CH:22]=[CH:21][C:20]=3[F:26])[CH:14]=[CH:15][CH:16]=2)=O)[CH:5]=[CH:4][N:3]=1.C1C(=O)N(Br)C(=O)C1.[NH2:37][C:38]([NH2:40])=[S:39].Cl. (4) Given the product [Cl:1][C:2]1[C:3]([F:45])=[C:4]([C@H:8]2[C@H:9]3[N:10]([C@H:67]([C@H:66]4[CH2:70][C@@H:46]4[C:47]([O:49][CH2:60][CH3:61])=[O:48])[N:30]([C:31]4[CH:39]=[CH:38][C:34]([C:35]([OH:37])=[O:36])=[CH:33][C:32]=4[O:40][CH3:41])[C:28]3=[O:29])[C@@H:11]([CH2:23][C:24]([CH3:27])([CH3:25])[CH3:26])[C@@:12]2([C:15]2[CH:20]=[CH:19][C:18]([Cl:21])=[CH:17][C:16]=2[F:22])[C:13]#[N:14])[CH:5]=[CH:6][CH:7]=1, predict the reactants needed to synthesize it. The reactants are: [Cl:1][C:2]1[C:3]([F:45])=[C:4]([C@@H:8]2[C@:12]([C:15]3[CH:20]=[CH:19][C:18]([Cl:21])=[CH:17][C:16]=3[F:22])([C:13]#[N:14])[C@H:11]([CH2:23][C:24]([CH3:27])([CH3:26])[CH3:25])[NH:10][C@H:9]2[C:28]([NH:30][C:31]2[CH:39]=[CH:38][C:34]([C:35]([OH:37])=[O:36])=[CH:33][C:32]=2[O:40][C:41](F)(F)F)=[O:29])[CH:5]=[CH:6][CH:7]=1.[CH3:46][C:47]([OH:49])=[O:48].C(O[BH-](O[C:60](=O)[CH3:61])OC(=O)C)(=O)C.[Na+].[Li+].[OH-].[CH2:66]1[CH2:70]OC[CH2:67]1. (5) Given the product [C:30]([O:29][C:27]([N:23]1[C:24]2[C:20](=[CH:19][C:18]([CH2:17][O:16][Si:9]([C:12]([CH3:15])([CH3:14])[CH3:13])([CH3:11])[CH3:10])=[CH:26][CH:25]=2)[CH:21]=[C:22]1[B:36]([OH:37])[OH:35])=[O:28])([CH3:33])([CH3:32])[CH3:31], predict the reactants needed to synthesize it. The reactants are: [Li+].CC([N-]C(C)C)C.[Si:9]([O:16][CH2:17][C:18]1[CH:19]=[C:20]2[C:24](=[CH:25][CH:26]=1)[N:23]([C:27]([O:29][C:30]([CH3:33])([CH3:32])[CH3:31])=[O:28])[CH:22]=[CH:21]2)([C:12]([CH3:15])([CH3:14])[CH3:13])([CH3:11])[CH3:10].C[O:35][B:36](OC)[O:37]C. (6) Given the product [Br:16][C:13]1[CH:14]=[CH:15][C:10]([CH:9]2[CH2:8][CH2:7][CH:6]([C:22]3[CH:27]=[CH:26][C:25]([Br:28])=[CH:24][CH:23]=3)[N:34]2[C:33]2[CH:35]=[CH:36][C:30]([C:10]([CH3:15])([CH3:11])[CH3:9])=[CH:31][CH:32]=2)=[CH:11][CH:12]=1, predict the reactants needed to synthesize it. The reactants are: CS(O[CH:6]([C:22]1[CH:27]=[CH:26][C:25]([Br:28])=[CH:24][CH:23]=1)[CH2:7][CH2:8][CH:9](OS(C)(=O)=O)[C:10]1[CH:15]=[CH:14][C:13]([Br:16])=[CH:12][CH:11]=1)(=O)=O.F[C:30]1[CH:36]=[CH:35][C:33]([NH2:34])=[CH:32][CH:31]=1. (7) Given the product [Cl:21][C:15]1[CH:16]=[C:17]([F:20])[CH:18]=[CH:19][C:14]=1[C:11]1[NH:10][C:9]2[C:8]([OH:22])=[CH:7][CH:6]=[C:5]([C:3]([OH:4])=[O:2])[C:13]=2[N:12]=1, predict the reactants needed to synthesize it. The reactants are: C[O:2][C:3]([C:5]1[C:13]2[N:12]=[C:11]([C:14]3[CH:19]=[CH:18][C:17]([F:20])=[CH:16][C:15]=3[Cl:21])[NH:10][C:9]=2[C:8]([O:22]C)=[CH:7][CH:6]=1)=[O:4].[Cl-].[Al+3].[Cl-].[Cl-].Cl.